From a dataset of Full USPTO retrosynthesis dataset with 1.9M reactions from patents (1976-2016). Predict the reactants needed to synthesize the given product. (1) Given the product [Cl:1][C:2]1[N:3]([C@@H:16]2[O:22][C@H:21]([CH2:23][OH:24])[C@@H:19]([OH:20])[C@H:17]2[OH:18])[C:4]2[C:9]([C:10]=1[C:11](=[O:13])[CH3:12])=[CH:8][C:7]([Cl:14])=[C:6]([Cl:15])[CH:5]=2, predict the reactants needed to synthesize it. The reactants are: [Cl:1][C:2]1[N:3]([C@@H:16]2[O:22][C@H:21]([CH2:23][O:24]C(=O)C)[C@@H:19]([OH:20])[C@H:17]2[OH:18])[C:4]2[C:9]([C:10]=1[C:11](=[O:13])[CH3:12])=[CH:8][C:7]([Cl:14])=[C:6]([Cl:15])[CH:5]=2.C[O-].[Na+]. (2) Given the product [F:12][C:11]([F:14])([F:13])[C:8]1[CH:9]=[CH:10][C:5]([CH2:4][CH:3]([NH:15][C:16](=[O:22])[O:17][C:18]([CH3:21])([CH3:20])[CH3:19])[C:2]#[CH:23])=[CH:6][CH:7]=1, predict the reactants needed to synthesize it. The reactants are: O=[CH:2][CH:3]([NH:15][C:16](=[O:22])[O:17][C:18]([CH3:21])([CH3:20])[CH3:19])[CH2:4][C:5]1[CH:10]=[CH:9][C:8]([C:11]([F:14])([F:13])[F:12])=[CH:7][CH:6]=1.[C:23](=O)([O-])[O-].[K+].[K+]. (3) The reactants are: [C:1]([C:3]1[CH:4]=[C:5]([B:9]([OH:11])[OH:10])[CH:6]=[CH:7][CH:8]=1)#[N:2].[CH2:12](O)[CH2:13][OH:14].CCCCCC. Given the product [B:9]([O:11][CH2:12][CH2:13][OH:14])([OH:10])[C:5]1[CH:6]=[CH:7][CH:8]=[C:3]([C:1]#[N:2])[CH:4]=1, predict the reactants needed to synthesize it. (4) Given the product [Br:8][C:5]1[CH:6]=[CH:7][C:2](/[CH:1]=[CH:14]/[N:15]([CH3:17])[CH3:16])=[C:3]([N+:9]([O-:11])=[O:10])[CH:4]=1, predict the reactants needed to synthesize it. The reactants are: [CH3:1][C:2]1[CH:7]=[CH:6][C:5]([Br:8])=[CH:4][C:3]=1[N+:9]([O-:11])=[O:10].CO[CH:14](OC)[N:15]([CH3:17])[CH3:16]. (5) Given the product [CH3:8][C:7]1[C:2]([NH:19][CH2:18][C:13]2[CH:14]=[CH:15][CH:16]=[CH:17][N:12]=2)=[N:3][CH:4]=[C:5]([N+:9]([O-:11])=[O:10])[CH:6]=1, predict the reactants needed to synthesize it. The reactants are: Cl[C:2]1[C:7]([CH3:8])=[CH:6][C:5]([N+:9]([O-:11])=[O:10])=[CH:4][N:3]=1.[N:12]1[CH:17]=[CH:16][CH:15]=[CH:14][C:13]=1[CH2:18][NH2:19].O. (6) Given the product [CH2:16]([O:18][C:19](=[O:39])[C:20]([O:24][C:25]1[CH:30]=[CH:29][C:28]([CH2:31][CH2:32][CH2:33][N:8]2[C:9](=[O:11])[C:10]3[N:2]([CH3:1])[N:3]=[C:4]([CH2:13][CH2:14][CH3:15])[C:5]=3[N:6]=[C:7]2[CH3:12])=[CH:27][CH:26]=1)([CH3:23])[CH2:21][CH3:22])[CH3:17], predict the reactants needed to synthesize it. The reactants are: [CH3:1][N:2]1[C:10]2[C:9](=[O:11])[NH:8][C:7]([CH3:12])=[N:6][C:5]=2[C:4]([CH2:13][CH2:14][CH3:15])=[N:3]1.[CH2:16]([O:18][C:19](=[O:39])[C:20]([O:24][C:25]1[CH:30]=[CH:29][C:28]([CH2:31][CH2:32][CH2:33]OS(C)(=O)=O)=[CH:27][CH:26]=1)([CH3:23])[CH2:21][CH3:22])[CH3:17]. (7) Given the product [O:16]1[CH2:15][CH2:14][CH:13]([C:11]2[N:10]=[C:9]([CH:19]3[CH2:20][CH2:21][NH:22][CH2:23][CH2:24]3)[N:8]([CH2:7][CH2:6][N:1]3[CH2:2][CH2:3][CH2:4][CH2:5]3)[CH:12]=2)[CH2:18][CH2:17]1, predict the reactants needed to synthesize it. The reactants are: [N:1]1([CH2:6][CH2:7][N:8]2[CH:12]=[C:11]([CH:13]3[CH2:18][CH2:17][O:16][CH2:15][CH2:14]3)[N:10]=[C:9]2[CH:19]2[CH2:24][CH2:23][N:22](C(OC(C)(C)C)=O)[CH2:21][CH2:20]2)[CH2:5][CH2:4][CH2:3][CH2:2]1.ClCCl.Cl.O1CCOCC1. (8) Given the product [CH:3]1([C:9]2[C:10]3[CH:11]=[CH:12][C:13]([C:32]([O:34][CH3:35])=[O:33])=[CH:14][C:15]=3[N:16]3[CH2:22][C:21]([C:24]([OH:26])=[O:25])([CH3:23])[CH2:20][C:19]4[CH:28]=[CH:29][CH:30]=[CH:31][C:18]=4[C:17]=23)[CH2:8][CH2:7][CH2:6][CH2:5][CH2:4]1, predict the reactants needed to synthesize it. The reactants are: [OH-].[Li+].[CH:3]1([C:9]2[C:10]3[CH:11]=[CH:12][C:13]([C:32]([O:34][CH3:35])=[O:33])=[CH:14][C:15]=3[N:16]3[CH2:22][C:21]([C:24]([O:26]C)=[O:25])([CH3:23])[CH2:20][C:19]4[CH:28]=[CH:29][CH:30]=[CH:31][C:18]=4[C:17]=23)[CH2:8][CH2:7][CH2:6][CH2:5][CH2:4]1.Cl. (9) Given the product [C:26]([O:25][C:24](=[O:30])[NH:23][CH:20]1[CH2:21][CH2:22][N:17]([C:2]2[CH:7]=[CH:6][C:5]([S:8](=[O:10])(=[O:9])[NH:11][C:12]3[S:13][CH:14]=[CH:15][N:16]=3)=[CH:4][CH:3]=2)[CH2:18][CH2:19]1)([CH3:29])([CH3:27])[CH3:28], predict the reactants needed to synthesize it. The reactants are: Br[C:2]1[CH:7]=[CH:6][C:5]([S:8]([NH:11][C:12]2[S:13][CH:14]=[CH:15][N:16]=2)(=[O:10])=[O:9])=[CH:4][CH:3]=1.[NH:17]1[CH2:22][CH2:21][CH:20]([NH:23][C:24](=[O:30])[O:25][C:26]([CH3:29])([CH3:28])[CH3:27])[CH2:19][CH2:18]1.C(P(C(C)(C)C)C1C=CC=CC=1C1C=CC=CC=1)(C)(C)C.CC([O-])(C)C.[Na+].Cl. (10) The reactants are: C(OC([N:8]1[C:16]2[C:11](=[CH:12][CH:13]=[C:14]([N:17]([CH2:19][C:20]3[CH:25]=[CH:24][CH:23]=[CH:22][CH:21]=3)[CH3:18])[CH:15]=2)[C:10]([C:26]([C:29]#[N:30])(C)C)=[CH:9]1)=O)(C)(C)C. Given the product [CH2:19]([N:17]([CH3:18])[C:14]1[CH:15]=[C:16]2[C:11]([C:10]([CH2:26][C:29]#[N:30])=[CH:9][NH:8]2)=[CH:12][CH:13]=1)[C:20]1[CH:21]=[CH:22][CH:23]=[CH:24][CH:25]=1, predict the reactants needed to synthesize it.